This data is from hERG Central: cardiac toxicity at 1µM, 10µM, and general inhibition. The task is: Predict hERG channel inhibition at various concentrations. (1) The compound is COc1ccc2ccccc2c1-c1sc(Nc2ccccc2)n[n+]1-c1ccc(F)cc1.[Cl-]. Results: hERG_inhib (hERG inhibition (general)): blocker. (2) The molecule is COc1ccc(CN2CCN(Cc3cccc(Oc4ccccc4)c3)CC2)c(OC)c1OC.O=C(O)C(=O)O. Results: hERG_inhib (hERG inhibition (general)): blocker. (3) The drug is O=C(/C=C/c1cccc([N+](=O)[O-])c1)N1CCN(c2ccc(F)cc2)CC1. Results: hERG_inhib (hERG inhibition (general)): blocker. (4) The compound is O=C(NC1CCN(Cc2ccccc2)C1)c1cc(COc2ccc(F)cc2F)on1. Results: hERG_inhib (hERG inhibition (general)): blocker.